From a dataset of Forward reaction prediction with 1.9M reactions from USPTO patents (1976-2016). Predict the product of the given reaction. (1) Given the reactants [C:1](Cl)(=[O:4])[CH2:2][CH3:3].[CH3:6][O:7][C:8]1[CH:13]=[CH:12][CH:11]=[CH:10][CH:9]=1, predict the reaction product. The product is: [CH3:6][O:7][C:8]1[CH:13]=[CH:12][C:11]([C:1](=[O:4])[CH2:2][CH3:3])=[CH:10][CH:9]=1. (2) Given the reactants C[Si](C)(C)N[Si](C)(C)C.[Li].[NH2:11][C:12]1[CH:13]=[C:14]([C:19]2[S:23][C:22]([NH:24][C:25](=[O:27])[CH3:26])=[N:21][C:20]=2[CH3:28])[N:15]=[N:16][C:17]=1[Cl:18].[C:29]1([S:35](Cl)(=[O:37])=[O:36])[CH:34]=[CH:33][CH:32]=[CH:31][CH:30]=1, predict the reaction product. The product is: [CH3:28][C:20]1[N:21]=[C:22]([NH:24][C:25](=[O:27])[CH3:26])[S:23][C:19]=1[C:14]1[N:15]=[N:16][C:17]([Cl:18])=[C:12]([NH:11][S:35]([C:29]2[CH:34]=[CH:33][CH:32]=[CH:31][CH:30]=2)(=[O:37])=[O:36])[CH:13]=1. (3) Given the reactants COC1C=CC(C[N:8]2[CH2:17][CH2:16][C:15]3[C:10](=[C:11]([O:25]C)[C:12](=[O:24])[N:13]([CH3:23])[C:14]=3[C:18]([N:20]([CH3:22])[CH3:21])=[O:19])[C:9]2=[O:27])=CC=1.C1(C)C=CC(S(O)(=O)=O)=CC=1, predict the reaction product. The product is: [OH:25][C:11]1[C:12](=[O:24])[N:13]([CH3:23])[C:14]([C:18]([N:20]([CH3:21])[CH3:22])=[O:19])=[C:15]2[C:10]=1[C:9](=[O:27])[NH:8][CH2:17][CH2:16]2. (4) Given the reactants O[CH:2]=[C:3]1[C:11]2[C:6](=[CH:7][C:8]([C:12]([C:14]3[CH:19]=[CH:18][C:17]([NH:20][C:21]([C:23]4[S:24][CH:25]=[CH:26][CH:27]=4)=[O:22])=[CH:16][CH:15]=3)=[O:13])=[CH:9][CH:10]=2)[NH:5][C:4]1=[O:28].[NH2:29][C:30]1[CH:31]=[CH:32][C:33]([O:37][CH3:38])=[C:34]([OH:36])[CH:35]=1, predict the reaction product. The product is: [OH:36][C:34]1[CH:35]=[C:30]([NH:29][CH:2]=[C:3]2[C:11]3[C:6](=[CH:7][C:8]([C:12]([C:14]4[CH:19]=[CH:18][C:17]([NH:20][C:21]([C:23]5[S:24][CH:25]=[CH:26][CH:27]=5)=[O:22])=[CH:16][CH:15]=4)=[O:13])=[CH:9][CH:10]=3)[NH:5][C:4]2=[O:28])[CH:31]=[CH:32][C:33]=1[O:37][CH3:38]. (5) Given the reactants [CH3:1][NH:2][C:3](=[O:28])[C:4]1[CH:9]=[CH:8][C:7]([C@H:10]([C:21]2[CH:26]=[CH:25][CH:24]=[CH:23][C:22]=2[CH3:27])[CH2:11][C:12]([C:14]2[CH:19]=[CH:18][N:17]=[C:16]([CH3:20])[CH:15]=2)=O)=[CH:6][CH:5]=1.Cl.[NH2:30][OH:31].C(=O)([O-])O.[Na+], predict the reaction product. The product is: [OH:31]/[N:30]=[C:12](/[C:14]1[CH:19]=[CH:18][N:17]=[C:16]([CH3:20])[CH:15]=1)\[CH2:11][C@H:10]([C:7]1[CH:8]=[CH:9][C:4]([C:3]([NH:2][CH3:1])=[O:28])=[CH:5][CH:6]=1)[C:21]1[CH:26]=[CH:25][CH:24]=[CH:23][C:22]=1[CH3:27]. (6) Given the reactants C(NC(C)C)(C)C.[N:8]1[CH:13]=[C:12]([CH3:14])[CH:11]=[C:10]([CH3:15])[CH:9]=1.[C:16](OCC)(=[O:23])[C:17]1[CH:22]=[CH:21][CH:20]=[CH:19][CH:18]=1.O, predict the reaction product. The product is: [CH3:14][C:12]1[CH:11]=[C:10]([CH2:15][C:16]([C:17]2[CH:22]=[CH:21][CH:20]=[CH:19][CH:18]=2)=[O:23])[CH:9]=[N:8][CH:13]=1. (7) Given the reactants [C:1]([N:4]1[CH2:9][CH2:8][CH:7]([C:10]([N:12]2[CH2:17][CH2:16][C@@H:15]([N:18]([CH3:29])[C:19](=[O:28])[C:20]3[CH:25]=[CH:24][C:23]([O:26][CH3:27])=[CH:22][CH:21]=3)[C@H:14]([C:30]3[CH:35]=[CH:34][C:33](Br)=[CH:32][CH:31]=3)[CH2:13]2)=[O:11])[CH2:6][CH2:5]1)(=[O:3])[CH3:2].[C:37]1(B(O)O)[CH:42]=[CH:41][CH:40]=[CH:39][CH:38]=1.C(=O)([O-])[O-].[K+].[K+], predict the reaction product. The product is: [C:1]([N:4]1[CH2:9][CH2:8][CH:7]([C:10]([N:12]2[CH2:17][CH2:16][C@@H:15]([N:18]([CH3:29])[C:19](=[O:28])[C:20]3[CH:25]=[CH:24][C:23]([O:26][CH3:27])=[CH:22][CH:21]=3)[C@H:14]([C:30]3[CH:35]=[CH:34][C:33]([C:37]4[CH:42]=[CH:41][CH:40]=[CH:39][CH:38]=4)=[CH:32][CH:31]=3)[CH2:13]2)=[O:11])[CH2:6][CH2:5]1)(=[O:3])[CH3:2]. (8) Given the reactants [NH2:1][CH2:2][CH2:3][C:4]1[CH:27]=[CH:26][C:7]([O:8][CH:9]2[CH2:14][CH2:13][N:12]([C:15]([NH:17][CH2:18][CH2:19][CH2:20][CH2:21][CH2:22][CH2:23][CH2:24][CH3:25])=[O:16])[CH2:11][CH2:10]2)=[CH:6][CH:5]=1.C([O:35][C:36]1[CH:46]=[CH:45][C:39]([O:40][CH2:41][C@@H:42]2[CH2:44][O:43]2)=[CH:38][CH:37]=1)C1C=CC=CC=1.CCCCCC, predict the reaction product. The product is: [OH:43][C@H:42]([CH2:41][O:40][C:39]1[CH:45]=[CH:46][C:36]([OH:35])=[CH:37][CH:38]=1)[CH2:44][NH:1][CH2:2][CH2:3][C:4]1[CH:5]=[CH:6][C:7]([O:8][CH:9]2[CH2:14][CH2:13][N:12]([C:15]([NH:17][CH2:18][CH2:19][CH2:20][CH2:21][CH2:22][CH2:23][CH2:24][CH3:25])=[O:16])[CH2:11][CH2:10]2)=[CH:26][CH:27]=1. (9) Given the reactants [S:1]([C:5]1[CH:23]=[CH:22][C:8]([N:9]=[CH:10][C:11]2[CH:16]=[CH:15][C:14]([C:17]3[O:18][CH:19]=[CH:20][CH:21]=3)=[CH:13][CH:12]=2)=[CH:7][CH:6]=1)(=[O:4])(=[O:3])[NH2:2].C[Si]([C:28]#[N:29])(C)C.O, predict the reaction product. The product is: [S:1]([C:5]1[CH:23]=[CH:22][C:8]([NH:9][CH:10]([C:11]2[CH:16]=[CH:15][C:14]([C:17]3[O:18][CH:19]=[CH:20][CH:21]=3)=[CH:13][CH:12]=2)[C:28]#[N:29])=[CH:7][CH:6]=1)(=[O:4])(=[O:3])[NH2:2].